The task is: Predict which catalyst facilitates the given reaction.. This data is from Catalyst prediction with 721,799 reactions and 888 catalyst types from USPTO. (1) Reactant: [NH2:1][C:2]1[C:18]([CH3:19])=[CH:17][C:16](Br)=[CH:15][C:3]=1[C:4]([O:6][CH2:7][CH:8]([CH2:13][CH3:14])[CH2:9][CH2:10][CH2:11][CH3:12])=[O:5].[Cu](C#N)[C:22]#[N:23]. Product: [NH2:1][C:2]1[C:18]([CH3:19])=[CH:17][C:16]([C:22]#[N:23])=[CH:15][C:3]=1[C:4]([O:6][CH2:7][CH:8]([CH2:13][CH3:14])[CH2:9][CH2:10][CH2:11][CH3:12])=[O:5]. The catalyst class is: 80. (2) Product: [CH3:16][C:14]1[N:15]=[C:11]([NH2:10])[S:12][C:13]=1[CH2:17][CH2:18][O:2][N+:1]([O-:4])=[O:3]. The catalyst class is: 805. Reactant: [N+:1]([O-:4])([OH:3])=[O:2].S(=O)(=O)(O)O.[NH2:10][C:11]1[S:12][C:13]([CH2:17][CH2:18]O)=[C:14]([CH3:16])[N:15]=1.[OH-].[Na+]. (3) Reactant: [CH3:1][C:2]([CH3:27])([CH3:26])[CH2:3][CH2:4][N:5]1[CH2:10][CH2:9][N:8]([C:11](=[O:25])[CH2:12][CH2:13][CH2:14][C:15]2[CH:23]=[CH:22][C:18]([C:19]([OH:21])=O)=[CH:17][C:16]=2[CH3:24])[CH2:7][CH2:6]1.[CH:28]1[C:33]2[NH:34][CH2:35][CH2:36][CH2:37][O:38][C:32]=2[CH:31]=[CH:30][CH:29]=1.CCN(C(C)C)C(C)C. Product: [CH:28]1[C:33]2[N:34]([C:19]([C:18]3[CH:22]=[CH:23][C:15]([CH2:14][CH2:13][CH2:12][C:11]([N:8]4[CH2:7][CH2:6][N:5]([CH2:4][CH2:3][C:2]([CH3:1])([CH3:26])[CH3:27])[CH2:10][CH2:9]4)=[O:25])=[C:16]([CH3:24])[CH:17]=3)=[O:21])[CH2:35][CH2:36][CH2:37][O:38][C:32]=2[CH:31]=[CH:30][CH:29]=1. The catalyst class is: 166. (4) Reactant: [C:1]1([C:23]2[CH:28]=[CH:27][CH:26]=[CH:25][CH:24]=2)[CH:6]=[CH:5][CH:4]=[CH:3][C:2]=1[C:7]1[N:11]([C:12]2[CH:17]=[CH:16][C:15]([C:18]([CH3:21])([CH3:20])[CH3:19])=[CH:14][CH:13]=2)[C:10](Br)=[N:9][N:8]=1.C([O-])([O-])=O.[Cs+].[Cs+].COC1C=CC=C(OC)[C:42]=1[C:43]1[CH:44]=CC=C[C:48]=1P(C1CCCCC1)C1CCCCC1.CCO[C:67]([CH3:69])=O. Product: [C:1]1([C:23]2[CH:28]=[CH:27][CH:26]=[CH:25][CH:24]=2)[CH:6]=[CH:5][CH:4]=[CH:3][C:2]=1[C:7]1[N:11]([C:12]2[CH:17]=[CH:16][C:15]([C:18]([CH3:21])([CH3:20])[CH3:19])=[CH:14][CH:13]=2)[C:10]([C:67]2[CH:69]=[N:9][C:10]([C:43]([CH3:42])([CH3:48])[CH3:44])=[N:11][CH:7]=2)=[N:9][N:8]=1. The catalyst class is: 552.